Regression. Given a peptide amino acid sequence and an MHC pseudo amino acid sequence, predict their binding affinity value. This is MHC class II binding data. From a dataset of Peptide-MHC class II binding affinity with 134,281 pairs from IEDB. (1) The peptide sequence is PNITATYGDKWLDAK. The MHC is HLA-DQA10201-DQB10202 with pseudo-sequence HLA-DQA10201-DQB10202. The binding affinity (normalized) is 0.163. (2) The peptide sequence is KGIQIIYTRNHEVKS. The MHC is DRB1_1501 with pseudo-sequence DRB1_1501. The binding affinity (normalized) is 0.648. (3) The peptide sequence is KCKYPEGTKVTFHVE. The MHC is HLA-DPA10103-DPB10301 with pseudo-sequence HLA-DPA10103-DPB10301. The binding affinity (normalized) is 0. (4) The peptide sequence is RTLGSFTWFPHKTSI. The MHC is DRB1_0101 with pseudo-sequence DRB1_0101. The binding affinity (normalized) is 0.549.